This data is from Reaction yield outcomes from USPTO patents with 853,638 reactions. The task is: Predict the reaction yield, written as a fraction of the theoretical maximum amount of product (1.0 means a 100% yield; for example, 0.34 means a 34% yield). (1) The reactants are [Cl:1][C:2]1[N:3]=[C:4](Cl)[C:5]2[CH2:10][CH2:9][CH:8]([C:11]3[CH:16]=[CH:15][C:14]([F:17])=[C:13]([F:18])[CH:12]=3)[C:6]=2[N:7]=1.[CH3:20][NH:21][CH3:22]. The catalyst is CO. The product is [Cl:1][C:2]1[N:3]=[C:4]([N:21]([CH3:22])[CH3:20])[C:5]2[CH2:10][CH2:9][CH:8]([C:11]3[CH:16]=[CH:15][C:14]([F:17])=[C:13]([F:18])[CH:12]=3)[C:6]=2[N:7]=1. The yield is 0.318. (2) The reactants are [CH2:1]([O:8][C:9]([NH:11][CH:12]([C:18]([O:20][CH2:21][CH3:22])=[O:19])[C:13]([O:15][CH2:16][CH3:17])=[O:14])=[O:10])[C:2]1[CH:7]=[CH:6][CH:5]=[CH:4][CH:3]=1.C(=O)([O-])[O-].[K+].[K+].Br[CH2:30][C:31]([O:33][C:34]([CH3:37])([CH3:36])[CH3:35])=[O:32].Cl. The catalyst is CN(C=O)C.[I-].[K+]. The product is [CH2:1]([O:8][C:9]([NH:11][C:12]([CH2:30][C:31]([O:33][C:34]([CH3:37])([CH3:36])[CH3:35])=[O:32])([C:13]([O:15][CH2:16][CH3:17])=[O:14])[C:18]([O:20][CH2:21][CH3:22])=[O:19])=[O:10])[C:2]1[CH:3]=[CH:4][CH:5]=[CH:6][CH:7]=1. The yield is 0.990.